From a dataset of Full USPTO retrosynthesis dataset with 1.9M reactions from patents (1976-2016). Predict the reactants needed to synthesize the given product. (1) Given the product [Cl:17][C:15]1[CH:14]=[CH:13][C:12]([N+:18]([O-:20])=[O:19])=[C:11]([NH:1][C:2]2[S:3][C:4]([CH3:9])=[CH:5][C:6]=2[C:7]#[N:8])[CH:16]=1, predict the reactants needed to synthesize it. The reactants are: [NH2:1][C:2]1[S:3][C:4]([CH3:9])=[CH:5][C:6]=1[C:7]#[N:8].F[C:11]1[CH:16]=[C:15]([Cl:17])[CH:14]=[CH:13][C:12]=1[N+:18]([O-:20])=[O:19].O.[OH-].[Li+].[NH4+].[Cl-]. (2) Given the product [Br:27][C:28]1[CH:37]=[CH:36][CH:35]=[C:34]2[C:29]=1[CH:30]=[CH:31][C:32]([S:38]([N:8]([CH2:7][C:6]1[CH:5]=[CH:4][C:3]([O:2][CH3:1])=[CH:16][CH:15]=1)[C:9]1[CH:14]=[CH:13][N:12]=[CH:11][N:10]=1)(=[O:39])=[O:40])=[CH:33]2, predict the reactants needed to synthesize it. The reactants are: [CH3:1][O:2][C:3]1[CH:16]=[CH:15][C:6]([CH2:7][NH:8][C:9]2[CH:14]=[CH:13][N:12]=[CH:11][N:10]=2)=[CH:5][CH:4]=1.[Li+].C[Si]([N-][Si](C)(C)C)(C)C.[Br:27][C:28]1[CH:37]=[CH:36][CH:35]=[C:34]2[C:29]=1[CH:30]=[CH:31][C:32]([S:38](Cl)(=[O:40])=[O:39])=[CH:33]2.